This data is from Human Reference Interactome with 51,813 positive PPI pairs across 8,248 proteins, plus equal number of experimentally-validated negative pairs. The task is: Binary Classification. Given two protein amino acid sequences, predict whether they physically interact or not. (1) Protein 1 (ENSG00000273514) has sequence MNLPRAERLRSTPQRSLRDSDGEDGKIDVLGEEEDEDEVEDEEEAASQQFLEQSLQPGLQVARWGGVALPREHIEGGGGPSDPSEFGTKFRAPPRSAAASEDARQPAKPPYSYIALITMAILQNPHKRLTLSGICAFISGRFPYYRRKFPAWQNSIRHNLSLNDCFVKIPREPGHPGKGNYWSLDPASQDMFDNGSFLRRRKRFKRHQLTPGAHLPHPFPLPAAHAALHNPHPGPLLGAPAPPQPVPGAYPNTAPGRRPYALLHPHPLRYLLLSAPVYAGAPKKAEGAALATPAPFPCCS.... Protein 2 (ENSG00000138092) has sequence MEQANPLRPDGESKGGVLAHLERLETQVSRSRKQSEELQSVQAQEGALGTKIHKLRRLRDELRAVVRHRRASVKACIANVEPNQTVEINEQEALEEKLENVKAILQAYHFTGLSGKLTSRGVCVCISTAFEGNLLDSYFVDLVIQKPLRIHHHSVPVFIPLEEIAAKYLQTNIQHFLFSLCEYLNAYSGRKYQADRLQSDFAALLTGPLQRNPLCNLLSFTYKLDPGGQSFPFCARLLYKDLTATLPTDVTVTCQGVEVLSTSWEEQRASHETLFCTKPLHQVFASFTRKGEKLDMSLVS.... Result: 0 (the proteins do not interact). (2) Protein 1 (ENSG00000114098) has sequence MEVTASSRHYVDRLFDPDPQKVLQGVIDMKNAVIGNNKQKANLIVLGAVPRLLYLLQQETSSTELKTECAVVLGSLAMGTENNVKSLLDCHIIPALLQGLLSPDLKFIEACLRCLRTIFTSPVTPEELLYTDATVIPHLMALLSRSRYTQEYICQIFSHCCKGPDHQTILFNHGAVQNIAHLLTSLSYKVRMQALKCFSVLAFENPQVSMTLVNVLVDGELLPQIFVKMLQRDKPIEMQLTSAKCLTYMCRAGAIRTDDNCIVLKTLPCLVRMCSKERLLEERVEGAETLAYLIEPDVEL.... Protein 2 (ENSG00000101109) has sequence METVQLRNPPRRQLKKLDEDSLTKQPEEVFDVLEKLGEGSYGSVYKAIHKETGQIVAIKQVPVESDLQEIIKEISIMQQCDSPHVVKYYGSYFKNTDLWIVMEYCGAGSVSDIIRLRNKTLTEDEIATILQSTLKGLEYLHFMRKIHRDIKAGNILLNTEGHAKLADFGVAGQLTDTMAKRNTVIGTPFWMAPEVIQEIGYNCVADIWSLGITAIEMAEGKPPYADIHPMRAIFMIPTNPPPTFRKPELWSDNFTDFVKQCLVKSPEQRATATQLLQHPFVRSAKGVSILRDLINEAMDV.... Result: 0 (the proteins do not interact). (3) Protein 1 (ENSG00000124733) has sequence MGPERHLSGAPARMATVVLGGDTMGPERIFPNQTEELGHQGPSEGTGDWSSEEPEEEQEETGSGPAGYSYQPLNQDPEQEEVELAPVGDGDVVADIQDRIQALGLHLPDPPLESEDEDEEGATALNNHSSIPMDPEHVELVKRTMAGVSLPAPGVPAWAREISDAQWEDVVQKALQARQASPAWK*MATVVLGGDTMGPERIFPNQTEELGHQGPSEGTGDWSSEEPEEEQEETGSGPAGYSYQPLNQDPEQEEVELAPVGDGDVVADIQDRIQALGLHLPDPPLESEDEDEEGATALNN.... Protein 2 (ENSG00000156976) has sequence MSGGSADYNREHGGPEGMDPDGVIESNWNEIVDNFDDMNLKESLLRGIYAYGFEKPSAIQQRAIIPCIKGYDVIAQAQSGTGKTATFAISILQQLEIEFKETQALVLAPTRELAQQIQKVILALGDYMGATCHACIGGTNVRNEMQKLQAEAPHIVVGTPGRVFDMLNRRYLSPKWIKMFVLDEADEMLSRGFKDQIYEIFQKLNTSIQVVLLSATMPTDVLEVTKKFMRDPIRILVKKEELTLEGIKQFYINVEREEWKLDTLCDLYETLTITQAVIFLNTRRKVDWLTEKMHARDFTV.... Result: 0 (the proteins do not interact). (4) Protein 1 (ENSG00000121207) has sequence MKNPMLEVVSLLLEKLLLISNFTLFSSGAAGEDKGRNSFYETSSFHRGDVLEVPRTHLTHYGIYLGDNRVAHMMPDILLALTDDMGRTQKVVSNKRLILGVIVKVASIRVDTVEDFAYGANILVNHLDESLQKKALLNEEVARRAEKLLGFTPYSLLWNNCEHFVTYCRYGTPISPQSDKFCETVKIIIRDQRSVLASAVLGLASIVCTGLVSYTTLPAIFIPFFLWMAG*MKNPMLEVVSLLLEKLLLISNFTLFSSGAAGEDKGRNSFYETSSFHRGDVLEVPRTHLTHYGIYLGDNR.... Protein 2 (ENSG00000170509) has sequence MNIILEILLLLITIIYSYLESLVKFFIPQRRKSVAGEIVLITGAGHGIGRQTTYEFAKRQSILVLWDINKVKKEVGDVTIVVNNAGTVYPADLLSTKDEEITKTFEVNILGHFWITKALLPSMMERNHGHIVTVASVCGHEGIPYLIPYCSSKFAAVGFHRGLTSELQALGKTGIKTSCLCPVFVNTGFTKNPSTRLWPVLETDEVVRSLIDGILTNKKMIFVPSYINIFLRLQKFLPERASAILNRMQNIQFEAVVGHKIKMK*MNIILEILLLLITIIYSYLESLVKFFIPQRRKSVA.... Result: 1 (the proteins interact). (5) Protein 1 (ENSG00000182568) has sequence MDHLNEATQGKEHSEMSNNVSDPKGPPAKIARLEQNGSPLGRGRLGSTGAKMQGVPLKHSGHLMKTNLRKGTMLPVFCVVEHYENAIEYDCKEEHAEFVLVRKDMLFNQLIEMALLSLGYSHSSAAQAKGLIQVGKWNPVPLSYVTDAPDATVADMLQDVYHVVTLKIQLHSCPKLEDLPPEQWSHTTVRNALKDLLKDMNQSSLAKECPLSQSMISSIVNSTYYANVSAAKCQEFGRWYKHFKKTKDMMVEMDSLSELSQQGANHVNFGQQPVPGNTAEQPPSPAQLSHGSQPSVRTPL.... Protein 2 (ENSG00000196455) has sequence MGNQLAGIAPSQILSVESYFSDIHDFEYDKSLGSTRFFKVARAKHREGLVVVKVFAIQDPTLPLTSYKQELEELKIRLNSAQNCLPFQKASEKASEKAAMLFRQYVRDNLYDRISTRPFLNNIEKRWIAFQILTAVDQAHKSGVRHGDIKTENVMVTSWNWVLLTDFASFKPTYLPEDNPADFNYFFDTSRRRTCYIAPERFVDGGMFATELEYMRDPSTPLVDLNSNQRTRGELKRAMDIFSAGCVIAELFTEGVPLFDLSQLLAYRNGHFFPEQVLNKIEDHSIRELVTQMIHREPDK.... Result: 0 (the proteins do not interact). (6) Protein 1 (ENSG00000111667) has sequence MAELSEEALLSVLPTIRVPKAGDRVHKDECAFSFDTPESEGGLYICMNTFLGFGKQYVERHFNKTGQRVYLHLRRTRRPKEEDPATGTGDPPRKKPTRLAIGVEGGFDLSEEKFELDEDVKIVILPDYLEIARDGLGGLPDIVRDRVTSAVEALLSADSASRKQEVQAWDGEVRQVSKHAFSLKQLDNPARIPPCGWKCSKCDMRENLWLNLTDGSILCGRRYFDGSGGNNHAVEHYRETGYPLAVKLGTITPDGADVYSYDEDDMVLDPSLAEHLSHFGIDMLKMQKTDKTMTELEIDM.... Result: 0 (the proteins do not interact). Protein 2 (ENSG00000110066) has sequence XSDSFSHNNPVRFRPIKGRQEELKEVIERFKKDEHLEKAFKCLTSGEWARHYFLNKNKMQEKLFKEHRQNLALSPRLECSGLIMAHCSFHLLGSSDSSSQPPT*MKWLGESKNMVVNGRRNGGKLSNDHQQNQSKLQHTGKDTLKAGKNAVERRSNRCNGNSGFEGQSRYVPSSGMSAKELCENDDLATSLVLDPYLGFQTHKMNTSAFPSRSSRHFSKSDSFSHNNPVRFRPIKGRQEELKEVIERFKKDEHLEKAFKCLTSGEWARHYFLNKNKMQEKLFKEHVFIYLRMFATDSGFE.... (7) Protein 1 (ENSG00000146457) has sequence MTNEEPLPKKVRLSETDFKVMARDELILRWKQYEAYVQALEGKYTDLNSNDVTGLRESEEKLKQQQQESARRENILVMRLATKEQEMQECTTQIQYLKQVQQPSVAQLRSTMVDPAINLFFLKMKGELEQTKDKLEQAQNELSAWKFTPDR*MTNEEPLPKKVRLSETDFKVMARDELILRWKQYEAYVQALEGKYTDLNSNDVTGLRESEEKLKQQQQESARRENILVMRLATKEQEMQECTTQIQYLKQVQQPSVAQLRSTMVDPAINLFFLKMKGELEQTKDKLEQAQNELSAWKFT.... Protein 2 (ENSG00000165792) has sequence MAAALKCLLTLGRWCPGLGVAPQARALAALVPGVTQVDNKSGFLQKRPHRQHPGILKLPHVRLPQALANGAQLLLLGSAGPTMENQVQTLTSYLWSRHLPVEPEELQRRARHLEKKFLENPDLSQTEEKLRGAVLHALRKTTYHWQELSYTEGLSLVYMAARLDGGFAAVSRAFHEIRARNPAFQPQTLMDFGSGTGSVTWAAHSIWGQSLREYMCVDRSAAMLVLAEKLLKGGSESGEPYIPGVFFRQFLPVSPKVQFDVVVSAFSLSELPSKADRTEVVQTLWRKTGHFLVLVENGTK.... Result: 0 (the proteins do not interact). (8) Protein 1 (ENSG00000166272) has sequence MPFLLGLRQDKEACVGTNNQSYICDTGHCCGQSQCCNYYYELWWFWLVWTIIIILSCCCVCHHRRAKHRLQAQQRQHEINLIAYREAHNYSALPFYFRFLPNYLLPPYEEVVNRPPTPPPPYSAFQLQQQQLLPPQCGPAGGSPPGIDPTRGSQGAQSSPLSEPSRSSTRPPSIADPDPSDLPVDRAATKAPGMEPSGSVAGLGELDPGAFLDKDAECREELLKDDSSEHGAPDSKEKTPGRHRRFTGDSGIEVCVCNRGHHDDDLKEFNTLIDDALDGPLDFCDSCHVRPPGDEEEGLC.... Protein 2 (ENSG00000172292) has sequence MAGILAWFWNERFWLPHNVTWADLKNTEEATFPQAEDLYLAFPLAFCIFMVRLIFERFVAKPCAIALNIQANGPQIAPPNAILEKVFTAITKHPDEKRLEGLSKQLDWDVRSIQRWFRQRRNQEKPSTLTRFCESMWRFSFYLYVFTYGVRFLKKTPWLWNTRHCWYNYPYQPLTTDLHYYYILELSFYWSLMFSQFTDIKRKDFGIMFLHHLVSIFLITFSYVNNMARVGTLVLCLHDSADALLEAAKMANYAKFQKMCDLLFVMFAVVFITTRLGIFPLWVLNTTLFESWEIVGPYPS.... Result: 0 (the proteins do not interact). (9) Protein 1 (ENSG00000260027) has sequence MSSLYYANTLFSKYPASSSVFATGAFPEQTSCAFASNPQRPGYGAGSGASFAASMQGLYPGGGGMAGQSAAGVYAAGYGLEPSSFNMHCAPFEQNLSGVCPGDSAKAAGAKEQRDSDLAAESNFRIYPWMRSSGTDRKRGRQTYTRYQTLELEKEFHYNRYLTRRRRIEIAHTLCLTERQIKIWFQNRRMKWKKENKTAGPGTTGQDRAEAEEEEEE*. Protein 2 (ENSG00000163840) has sequence MASHLRPPSPLLVRVYKSGPRVRRKLESYFQSSKSSGGGECTVSTQEHEAPGTFRVEFSERAAKERVLKKGEHQILVDEKPVPIFLVPTENSIKKNTRPQISSLTQSQAETPSGDMHQHEGHIPNAVDSCLQKIFLTVTADLNCNLFSKEQRAYITTLCPSIRKMEGHDGIEKVCGDFQDIERIHQFLSEQFLESEQKQQFSPSMTERKPLSQQERDSCISPSEPETKAEQKSNYFEVPLPYFEYFKYICPDKINSIEKRFGVNIEIQESSPNMVCLDFTSSRSGDLEAARESFASEFQK.... Result: 0 (the proteins do not interact).